This data is from Forward reaction prediction with 1.9M reactions from USPTO patents (1976-2016). The task is: Predict the product of the given reaction. Given the reactants [Br:1][C:2]1[CH:10]=[CH:9][C:8]([N+:11]([O-:13])=[O:12])=[CH:7][C:3]=1[C:4](O)=[O:5].C1COCC1.ClC(OCC(C)C)=O, predict the reaction product. The product is: [Br:1][C:2]1[CH:10]=[CH:9][C:8]([N+:11]([O-:13])=[O:12])=[CH:7][C:3]=1[CH2:4][OH:5].